This data is from CYP1A2 inhibition data for predicting drug metabolism from PubChem BioAssay. The task is: Regression/Classification. Given a drug SMILES string, predict its absorption, distribution, metabolism, or excretion properties. Task type varies by dataset: regression for continuous measurements (e.g., permeability, clearance, half-life) or binary classification for categorical outcomes (e.g., BBB penetration, CYP inhibition). Dataset: cyp1a2_veith. (1) The compound is Cc1cccc(N(NC(=O)C(C)(C)O)C(=O)c2ccccc2)c1. The result is 0 (non-inhibitor). (2) The compound is CC[C@H]1C2=C3C(CC[C@H]4C(OCc5ccc(F)cc5C(F)(F)F)OC[C@](C)([C@@H]34)N(C(=O)OC(C)(C)C)C2)C(COC(C)=O)C1COC(C)=O. The result is 0 (non-inhibitor). (3) The drug is C/C(CCN1CCCCc2nc(C)c(C)cc21)=N\OC[C@@H](O)[C@@H]1O[C@@H]2OC(C)(C)O[C@@H]2[C@H]1O. The result is 0 (non-inhibitor). (4) The drug is O=C(Nc1ccccc1)N1CCCC(c2nc(-c3ccc(F)cc3)no2)C1. The result is 1 (inhibitor). (5) The compound is CC1(C)CC(=O)c2cnc(N)nc2C1. The result is 0 (non-inhibitor).